The task is: Predict the reactants needed to synthesize the given product.. This data is from Full USPTO retrosynthesis dataset with 1.9M reactions from patents (1976-2016). (1) The reactants are: [Si:1]([O:8][C:9]([CH3:18])([CH3:17])[CH2:10][N:11]1[CH:15]=[C:14](I)[N:13]=[CH:12]1)([C:4]([CH3:7])([CH3:6])[CH3:5])([CH3:3])[CH3:2].C([Mg]Br)C.[CH3:23][Sn:24](Cl)([CH3:26])[CH3:25]. Given the product [Si:1]([O:8][C:9]([CH3:18])([CH3:17])[CH2:10][N:11]1[CH:15]=[C:14]([Sn:24]([CH3:26])([CH3:25])[CH3:23])[N:13]=[CH:12]1)([C:4]([CH3:7])([CH3:6])[CH3:5])([CH3:3])[CH3:2], predict the reactants needed to synthesize it. (2) Given the product [CH2:15]([N:22]1[CH2:26][CH2:25][C:24]([C:2]2[CH:7]=[CH:6][CH:5]=[C:4]([Cl:8])[C:3]=2[F:9])([OH:27])[CH2:23]1)[C:16]1[CH:17]=[CH:18][CH:19]=[CH:20][CH:21]=1, predict the reactants needed to synthesize it. The reactants are: Br[C:2]1[CH:7]=[CH:6][CH:5]=[C:4]([Cl:8])[C:3]=1[F:9].C([Li])CCC.[CH2:15]([N:22]1[CH2:26][CH2:25][C:24](=[O:27])[CH2:23]1)[C:16]1[CH:21]=[CH:20][CH:19]=[CH:18][CH:17]=1.[Cl-].[NH4+]. (3) Given the product [CH3:1][S:2]([C:5]1[CH:10]=[CH:9][C:8]([C:11]2[C:12]3[N:13]([N:17]=[C:18]([NH:20][C:21]4[CH:22]=[CH:23][C:24]([O:27][CH2:30][CH2:31][N:32]5[CH2:37][CH2:36][O:35][CH2:34][CH2:33]5)=[CH:25][CH:26]=4)[N:19]=3)[CH:14]=[CH:15][CH:16]=2)=[CH:7][CH:6]=1)(=[O:4])=[O:3], predict the reactants needed to synthesize it. The reactants are: [CH3:1][S:2]([C:5]1[CH:10]=[CH:9][C:8]([C:11]2[C:12]3[N:13]([N:17]=[C:18]([NH:20][C:21]4[CH:26]=[CH:25][C:24]([OH:27])=[CH:23][CH:22]=4)[N:19]=3)[CH:14]=[CH:15][CH:16]=2)=[CH:7][CH:6]=1)(=[O:4])=[O:3].Cl.Cl[CH2:30][CH2:31][N:32]1[CH2:37][CH2:36][O:35][CH2:34][CH2:33]1.C(=O)([O-])[O-].[K+].[K+]. (4) Given the product [NH2:1][CH:2]1[C:8]2([CH2:9][CH2:10][O:11][CH2:12][CH2:13]2)[O:7][C:6]2[CH:14]=[C:15]([F:18])[CH:16]=[CH:17][C:5]=2[NH:4][C:3]1=[O:20], predict the reactants needed to synthesize it. The reactants are: [NH2:1][CH:2]1[C:8]2([CH2:13][CH2:12][O:11][CH2:10][CH2:9]2)[O:7][C:6]2[C:14](F)=[C:15]([F:18])[CH:16]=[CH:17][C:5]=2[NH:4][C:3]1=[O:20].[NH4+].[Cl-].FC1C=C(F)C=CC=1[N+]([O-])=O. (5) Given the product [OH:40][CH2:37][CH2:36][O:35][C@H:32]1[CH2:33][CH2:34][C@H:29]([N:3]2[C:2](=[O:1])[C:7]([CH2:8][C:9]3[CH:14]=[CH:13][C:12]([C:15]4[C:16]([C:21]#[N:22])=[CH:17][CH:18]=[CH:19][CH:20]=4)=[CH:11][CH:10]=3)=[C:6]([CH2:23][CH2:24][CH3:25])[N:5]3[N:26]=[CH:27][N:28]=[C:4]23)[CH2:30][CH2:31]1, predict the reactants needed to synthesize it. The reactants are: [O:1]=[C:2]1[C:7]([CH2:8][C:9]2[CH:14]=[CH:13][C:12]([C:15]3[C:16]([C:21]#[N:22])=[CH:17][CH:18]=[CH:19][CH:20]=3)=[CH:11][CH:10]=2)=[C:6]([CH2:23][CH2:24][CH3:25])[N:5]2[N:26]=[CH:27][N:28]=[C:4]2[N:3]1[CH:29]1[CH2:34][CH2:33][CH:32]([O:35][CH2:36][CH:37]=C)[CH2:31][CH2:30]1.I([O-])(=O)(=O)=[O:40].[Na+].CC(C)=O.C(#N)C. (6) Given the product [OH:16][C:17]1[CH:25]=[CH:24][CH:23]=[C:22]([OH:26])[C:18]=1[C:19]([O:21][CH3:1])=[O:20], predict the reactants needed to synthesize it. The reactants are: [CH2:1]1CCC(N=C=NC2CCCCC2)CC1.[OH:16][C:17]1[CH:25]=[CH:24][CH:23]=[C:22]([OH:26])[C:18]=1[C:19]([OH:21])=[O:20].CO. (7) Given the product [F:1][C:2]1[CH:3]=[C:4]([CH:15]=[CH:16][C:17]=1[F:18])[O:5][C:6]1[CH:7]=[CH:8][C:9]([CH2:12][CH2:13][O:14][C:20]2[CH:30]=[C:24]3[N:25]([CH3:29])[CH2:26][CH2:27][CH2:28][N:23]3[C:22](=[O:31])[N:21]=2)=[CH:10][CH:11]=1, predict the reactants needed to synthesize it. The reactants are: [F:1][C:2]1[CH:3]=[C:4]([CH:15]=[CH:16][C:17]=1[F:18])[O:5][C:6]1[CH:11]=[CH:10][C:9]([CH2:12][CH2:13][OH:14])=[CH:8][CH:7]=1.Cl[C:20]1[CH:30]=[C:24]2[N:25]([CH3:29])[CH2:26][CH2:27][CH2:28][N:23]2[C:22](=[O:31])[N:21]=1. (8) Given the product [C:1]([N:5]1[CH2:8][CH:7]([O:9][C:11]2[N:16]3[N:17]=[C:18]([C:27]4[CH:32]=[CH:31][CH:30]=[CH:29][C:28]=4[Cl:33])[C:19]([C:20]4[CH:21]=[CH:22][C:23]([Cl:26])=[CH:24][CH:25]=4)=[C:15]3[N:14]=[C:13]([CH3:34])[CH:12]=2)[CH2:6]1)([CH3:4])([CH3:3])[CH3:2], predict the reactants needed to synthesize it. The reactants are: [C:1]([N:5]1[CH2:8][CH:7]([OH:9])[CH2:6]1)([CH3:4])([CH3:3])[CH3:2].Cl[C:11]1[N:16]2[N:17]=[C:18]([C:27]3[CH:32]=[CH:31][CH:30]=[CH:29][C:28]=3[Cl:33])[C:19]([C:20]3[CH:25]=[CH:24][C:23]([Cl:26])=[CH:22][CH:21]=3)=[C:15]2[N:14]=[C:13]([CH3:34])[CH:12]=1.[H-].[Na+].